From a dataset of CYP3A4 inhibition data for predicting drug metabolism from PubChem BioAssay. Regression/Classification. Given a drug SMILES string, predict its absorption, distribution, metabolism, or excretion properties. Task type varies by dataset: regression for continuous measurements (e.g., permeability, clearance, half-life) or binary classification for categorical outcomes (e.g., BBB penetration, CYP inhibition). Dataset: cyp3a4_veith. (1) The molecule is N#C[C@H](C(=O)O)C(c1c(Cl)cccc1Cl)[C@H](C#N)C(=O)O. The result is 0 (non-inhibitor). (2) The compound is Cc1cccc([C@H](C)c2cnc[nH]2)c1C. The result is 1 (inhibitor). (3) The drug is CC1=C(C#N)C(NC(=O)C2CCCCC2)(C(F)(F)F)C(=O)N1. The result is 0 (non-inhibitor). (4) The compound is CCN1C[C@@]2(COC)CC[C@H](OC)[C@]34[C@H]5C[C@H]6[C@H](OC)C[C@@]7(OCO[C@]7([C@H](O)[C@@H]23)[C@H]14)[C@@H]5[C@@H]6OC. The result is 0 (non-inhibitor). (5) The drug is COCc1c(C(=O)OCC(=O)N2c3ccccc3NC(=O)C2(C)C)oc2ccccc12. The result is 0 (non-inhibitor). (6) The molecule is O=C(O)c1ccccc1C1c2ccccc2Oc2ccccc21. The result is 0 (non-inhibitor).